From a dataset of Full USPTO retrosynthesis dataset with 1.9M reactions from patents (1976-2016). Predict the reactants needed to synthesize the given product. The reactants are: [BH-](OC(C)=O)(OC(C)=O)OC(C)=O.[Na+].[F:15][C:16]([F:51])([F:50])[C:17]1[CH:18]=[C:19]([CH:27]([C:44]2[N:45]=[N:46][N:47]([CH3:49])[N:48]=2)[N:28]2[C:37]3[C:32](=[CH:33][CH:34]=[C:35]([C:38]([F:41])([F:40])[F:39])[CH:36]=3)[NH:31][CH:30]([CH2:42][CH3:43])[CH2:29]2)[CH:20]=[C:21]([C:23]([F:26])([F:25])[F:24])[CH:22]=1.O=[CH:53][CH2:54][CH2:55][CH2:56][C:57]([O:59][CH3:60])=[O:58]. Given the product [F:24][C:23]([F:26])([F:25])[C:21]1[CH:20]=[C:19]([CH:27]([C:44]2[N:45]=[N:46][N:47]([CH3:49])[N:48]=2)[N:28]2[C:37]3[C:32](=[CH:33][CH:34]=[C:35]([C:38]([F:39])([F:41])[F:40])[CH:36]=3)[N:31]([CH2:53][CH2:54][CH2:55][CH2:56][C:57]([O:59][CH3:60])=[O:58])[CH:30]([CH2:42][CH3:43])[CH2:29]2)[CH:18]=[C:17]([C:16]([F:15])([F:50])[F:51])[CH:22]=1, predict the reactants needed to synthesize it.